Dataset: Full USPTO retrosynthesis dataset with 1.9M reactions from patents (1976-2016). Task: Predict the reactants needed to synthesize the given product. (1) Given the product [Br:1][C:2]1[C:3](=[O:18])[C:4]2[C:12](=[CH:13][CH:14]=1)[C:11]1[C:6](=[CH:7][C:8]([Br:15])=[CH:9][CH:10]=1)[CH:5]=2, predict the reactants needed to synthesize it. The reactants are: [Br:1][C:2]1[CH:14]=[CH:13][C:12]2[C:11]3[C:6](=[CH:7][C:8]([Br:15])=[CH:9][CH:10]=3)[CH2:5][C:4]=2[CH:3]=1.C(O)(=[O:18])C. (2) Given the product [O:32]=[C:23]1[NH:20][C@H:11]2[C@H:10]([CH2:9][N:8]([C:6]([O:5][C:1]([CH3:2])([CH3:3])[CH3:4])=[O:7])[CH2:13][CH2:12]2)[O:17]1, predict the reactants needed to synthesize it. The reactants are: [C:1]([O:5][C:6]([N:8]1[CH2:13][CH2:12][CH:11](C(O)=O)[CH:10]([OH:17])[CH2:9]1)=[O:7])([CH3:4])([CH3:3])[CH3:2].C([N:20]([CH2:23]C)CC)C.C1(P(N=[N+]=[N-])(C2C=CC=CC=2)=[O:32])C=CC=CC=1.